Predict the reactants needed to synthesize the given product. From a dataset of Full USPTO retrosynthesis dataset with 1.9M reactions from patents (1976-2016). (1) Given the product [N:18]1[C:17]2[CH:16]=[CH:15][N:14]=[CH:13][C:12]=2[O:11][C:10]=1[C:6]1[CH:5]=[C:4]([NH2:1])[CH:9]=[CH:8][CH:7]=1, predict the reactants needed to synthesize it. The reactants are: [N+:1]([C:4]1[CH:5]=[C:6]([C:10]2[O:11][C:12]3[CH:13]=[N:14][CH:15]=[CH:16][C:17]=3[N:18]=2)[CH:7]=[CH:8][CH:9]=1)([O-])=O.[NH4+].[Cl-]. (2) Given the product [CH:43]1[C:37]2[CH2:27][C:24]3[C:23](=[CH:22][CH:21]=[CH:26][CH:25]=3)[O:39][C:38]=2[CH:40]=[CH:41][CH:42]=1, predict the reactants needed to synthesize it. The reactants are: C(N(CC)C(CCCC(NF)C)CC)C.CCN([C:21]1[CH:26]=[CH:25][C:24]2[C:27]3([C:37]4[CH:43]=[C:42](Cl)[CH:41]=[CH:40][C:38]=4[O:39][C:23]=2[CH:22]=1)OC(=O)C1C3=CC=CC=1)CC.CC1C=C2OC3C=C(N4CCCCC4)C=CC=3C3(OC(=O)C4C3=CC=CC=4)C2=CC=1NC1C=CC=CC=1. (3) Given the product [Cl:1][C:2]1[C:7]([F:8])=[CH:6][CH:5]=[CH:4][C:3]=1/[C:9](=[N:18]\[S@@:16]([C:13]([CH3:15])([CH3:14])[CH3:12])=[O:17])/[CH3:10], predict the reactants needed to synthesize it. The reactants are: [Cl:1][C:2]1[C:7]([F:8])=[CH:6][CH:5]=[CH:4][C:3]=1[C:9](=O)[CH3:10].[CH3:12][C:13]([S@:16]([NH2:18])=[O:17])([CH3:15])[CH3:14]. (4) Given the product [Br:1][C:2]1[CH:3]=[CH:4][C:5]([C:8]([N:17]2[CH2:22][CH2:21][O:20][CH2:19][CH2:18]2)=[O:10])=[N:6][CH:7]=1, predict the reactants needed to synthesize it. The reactants are: [Br:1][C:2]1[CH:3]=[CH:4][C:5]([C:8]([OH:10])=O)=[N:6][CH:7]=1.C(Cl)(=O)C(Cl)=O.[NH:17]1[CH2:22][CH2:21][O:20][CH2:19][CH2:18]1. (5) Given the product [Br:13][C:3]1[C:2]2[O:16][C:15]([C:14]([O:18][CH2:19][CH3:20])=[O:17])=[C:8]([OH:10])[C:7]=2[CH:6]=[N:5][CH:4]=1, predict the reactants needed to synthesize it. The reactants are: Br[C:2]1[C:7]([C:8]([O:10]CC)=O)=[CH:6][N:5]=[CH:4][C:3]=1[Br:13].[C:14]([O:18][CH2:19][CH3:20])(=[O:17])[CH2:15][OH:16].[H-].[Na+].Cl. (6) Given the product [CH3:7][C@H:8]1[CH2:9][CH2:10][CH2:11][N:1]1[C@@H:2]([CH3:5])[CH2:3][OH:4], predict the reactants needed to synthesize it. The reactants are: [NH2:1][C@@H:2]([CH3:5])[CH2:3][OH:4].Br[CH2:7][CH2:8][CH2:9][CH:10](Br)[CH3:11].C([O-])([O-])=O.[Na+].[Na+]. (7) Given the product [CH2:1]([C:5]1[CH:6]=[CH:7][C:8]([C:11]#[C:12][C:13]2[CH:14]=[CH:15][C:16]([CH2:17][N:18]([CH2:25][C:26]3[CH:37]=[CH:36][C:29]([O:30][CH2:31][C:32]([OH:34])=[O:33])=[CH:28][CH:27]=3)[C:19](=[O:24])[CH2:20][CH2:21][C:22]#[CH:23])=[CH:38][CH:39]=2)=[CH:9][CH:10]=1)[CH2:2][CH2:3][CH3:4], predict the reactants needed to synthesize it. The reactants are: [CH2:1]([C:5]1[CH:10]=[CH:9][C:8]([C:11]#[C:12][C:13]2[CH:39]=[CH:38][C:16]([CH2:17][N:18]([CH2:25][C:26]3[CH:37]=[CH:36][C:29]([O:30][CH2:31][C:32]([O:34]C)=[O:33])=[CH:28][CH:27]=3)[C:19](=[O:24])[CH2:20][CH2:21][C:22]#[CH:23])=[CH:15][CH:14]=2)=[CH:7][CH:6]=1)[CH2:2][CH2:3][CH3:4].[OH-].[Na+]. (8) Given the product [Cl:1][C:2]1[N:3]=[CH:4][N:5]=[C:6]([NH2:16])[C:7]=1[C:8]1[N:12]=[C:11]([CH2:13][CH3:14])[O:10][N:9]=1, predict the reactants needed to synthesize it. The reactants are: [Cl:1][C:2]1[C:7]([C:8]2[N:12]=[C:11]([CH2:13][CH3:14])[O:10][N:9]=2)=[C:6](Cl)[N:5]=[CH:4][N:3]=1.[NH3:16].